Predict the reaction yield, written as a fraction of the theoretical maximum amount of product (1.0 means a 100% yield; for example, 0.34 means a 34% yield). From a dataset of Reaction yield outcomes from USPTO patents with 853,638 reactions. (1) The reactants are [F:1][C:2]1[CH:3]=[C:4]([OH:13])[CH:5]=[C:6]2[C:10]=1[C:9]([CH3:12])([CH3:11])[CH2:8][CH2:7]2.[H-].[Na+].[F:16][C:17]([F:36])([F:35])[S:18](N(C1C=CC=CC=1)[S:18]([C:17]([F:36])([F:35])[F:16])(=[O:20])=[O:19])(=[O:20])=[O:19]. The catalyst is C1COCC1. The product is [F:16][C:17]([F:36])([F:35])[S:18]([O:13][C:4]1[CH:5]=[C:6]2[C:10](=[C:2]([F:1])[CH:3]=1)[C:9]([CH3:11])([CH3:12])[CH2:8][CH2:7]2)(=[O:20])=[O:19]. The yield is 0.860. (2) The reactants are [CH:1]1([N:4]([S:24]([C:27]2[CH:32]=[CH:31][CH:30]=[CH:29][N:28]=2)(=[O:26])=[O:25])[C:5]2[CH:6]=[C:7]([O:19][CH2:20][CH2:21][O:22][CH3:23])[CH:8]=[C:9]3[C:13]=2[NH:12][CH:11]([C:14]([O:16][CH2:17][CH3:18])=[O:15])[CH2:10]3)[CH2:3][CH2:2]1. The catalyst is [O-2].[Mn+4].[O-2].C1(C)C=CC=CC=1. The product is [CH:1]1([N:4]([S:24]([C:27]2[CH:32]=[CH:31][CH:30]=[CH:29][N:28]=2)(=[O:26])=[O:25])[C:5]2[CH:6]=[C:7]([O:19][CH2:20][CH2:21][O:22][CH3:23])[CH:8]=[C:9]3[C:13]=2[NH:12][C:11]([C:14]([O:16][CH2:17][CH3:18])=[O:15])=[CH:10]3)[CH2:3][CH2:2]1. The yield is 0.940. (3) The reactants are [N+:1]([C:4]1[CH:12]=[C:11]2[C:7]([CH:8]=[CH:9][NH:10]2)=[CH:6][CH:5]=1)([O-:3])=[O:2].CCN(C(C)C)C(C)C.[C:22](Br)([CH3:25])([CH3:24])[CH3:23]. The catalyst is CCCC[N+](CCCC)(CCCC)CCCC.[I-].C1(C)C=CC=CC=1.[O-]S(C(F)(F)F)(=O)=O.[Zn+2].[O-]S(C(F)(F)F)(=O)=O. The product is [C:22]([C:8]1[C:7]2[C:11](=[CH:12][C:4]([N+:1]([O-:3])=[O:2])=[CH:5][CH:6]=2)[NH:10][CH:9]=1)([CH3:25])([CH3:24])[CH3:23]. The yield is 0.190. (4) The reactants are [CH:1]([C@H:14]1[CH2:20][C@@H:19]2[C@@H:17]([O:18]2)[CH2:16][O:15]1)([C:8]1[CH:13]=[CH:12][CH:11]=[CH:10][CH:9]=1)[C:2]1[CH:7]=[CH:6][CH:5]=[CH:4][CH:3]=1.[H-].[H-].[H-].[H-].[Li+].[Al+3].C1OCCOCCOCCOC1. The product is [CH:1]([C@@H:14]1[O:15][CH2:16][C@H:17]([OH:18])[CH2:19][CH2:20]1)([C:8]1[CH:13]=[CH:12][CH:11]=[CH:10][CH:9]=1)[C:2]1[CH:3]=[CH:4][CH:5]=[CH:6][CH:7]=1. The yield is 0.770. The catalyst is CCCCC. (5) The reactants are Cl.[CH3:2][O:3][C:4](=[O:10])[C@H:5]([CH:7]([CH3:9])[CH3:8])[NH2:6].[O-]S([O-])(=O)=O.[Mg+2].[CH:17](=O)[CH2:18][CH2:19][CH2:20][CH2:21][CH2:22][CH2:23][CH2:24][CH2:25][CH3:26].CCN(CC)CC.[BH4-].[Na+]. The catalyst is CO.C1COCC1. The product is [CH2:17]([NH:6][C@@H:5]([CH:7]([CH3:9])[CH3:8])[C:4]([O:3][CH3:2])=[O:10])[CH2:18][CH2:19][CH2:20][CH2:21][CH2:22][CH2:23][CH2:24][CH2:25][CH3:26]. The yield is 0.500. (6) The reactants are OC1CN[C@H](C(O)=O)C1.[C:10]([C:12]1[CH:39]=[CH:38][C:15]([CH2:16][C:17]2([C:34]([O:36][CH3:37])=[O:35])[CH2:21][C@@H:20]([OH:22])[CH2:19][N:18]2[C:23](=[O:33])[CH2:24][C:25]2[CH:30]=[C:29]([Cl:31])[CH:28]=[C:27]([Cl:32])[CH:26]=2)=[CH:14][CH:13]=1)#[N:11].N1C=CN=C1.[Si:45](Cl)([C:48]([CH3:51])([CH3:50])[CH3:49])([CH3:47])[CH3:46]. The catalyst is CN(C=O)C.O. The product is [Si:45]([O:22][C@H:20]1[CH2:19][N:18]([C:23](=[O:33])[CH2:24][C:25]2[CH:30]=[C:29]([Cl:31])[CH:28]=[C:27]([Cl:32])[CH:26]=2)[C:17]([CH2:16][C:15]2[CH:14]=[CH:13][C:12]([C:10]#[N:11])=[CH:39][CH:38]=2)([C:34]([O:36][CH3:37])=[O:35])[CH2:21]1)([C:48]([CH3:51])([CH3:50])[CH3:49])([CH3:47])[CH3:46]. The yield is 0.900.